Dataset: NCI-60 drug combinations with 297,098 pairs across 59 cell lines. Task: Regression. Given two drug SMILES strings and cell line genomic features, predict the synergy score measuring deviation from expected non-interaction effect. (1) Drug 1: C1CNP(=O)(OC1)N(CCCl)CCCl. Drug 2: C(CCl)NC(=O)N(CCCl)N=O. Cell line: A549. Synergy scores: CSS=2.25, Synergy_ZIP=-1.49, Synergy_Bliss=-1.84, Synergy_Loewe=-5.35, Synergy_HSA=-0.696. (2) Drug 1: CN(CC1=CN=C2C(=N1)C(=NC(=N2)N)N)C3=CC=C(C=C3)C(=O)NC(CCC(=O)O)C(=O)O. Drug 2: COCCOC1=C(C=C2C(=C1)C(=NC=N2)NC3=CC=CC(=C3)C#C)OCCOC.Cl. Cell line: MOLT-4. Synergy scores: CSS=41.8, Synergy_ZIP=0.492, Synergy_Bliss=-3.72, Synergy_Loewe=-21.9, Synergy_HSA=-6.04.